Dataset: Full USPTO retrosynthesis dataset with 1.9M reactions from patents (1976-2016). Task: Predict the reactants needed to synthesize the given product. (1) Given the product [C:15]([Si:12]([CH3:14])([CH3:13])[O:11][C@@H:6]1[C:7]2[C:3](=[C:2]([C:24]3([OH:29])[CH2:25][CH2:26][CH2:27]3)[CH:10]=[CH:9][CH:8]=2)[CH2:4][CH2:5]1)([CH3:18])([CH3:17])[CH3:16], predict the reactants needed to synthesize it. The reactants are: Br[C:2]1[CH:10]=[CH:9][CH:8]=[C:7]2[C:3]=1[CH2:4][CH2:5][C@@H:6]2[O:11][Si:12]([C:15]([CH3:18])([CH3:17])[CH3:16])([CH3:14])[CH3:13].BrC1C=[CH:27][CH:26]=[C:25]2C=1CC[C@@H:24]2[OH:29].C1(=O)CCC1. (2) The reactants are: C([O:3][C:4](=O)[CH2:5][C:6]1[CH2:11][CH2:10][N:9]([C:12]([O:14][C:15]([CH3:18])([CH3:17])[CH3:16])=[O:13])[CH2:8][CH:7]=1)C.[H-].[Al+3].[Li+].[H-].[H-].[H-].O.O.O.O.O.O.O.O.O.O.S([O-])([O-])(=O)=O.[Na+].[Na+]. Given the product [C:15]([O:14][C:12]([N:9]1[CH2:10][CH2:11][C:6]([CH2:5][CH2:4][OH:3])=[CH:7][CH2:8]1)=[O:13])([CH3:18])([CH3:17])[CH3:16], predict the reactants needed to synthesize it. (3) Given the product [CH2:25]([C:24]1[C:20]2[S:19][C:18]3[C:14]4[S:13][CH:12]=[C:11]([CH2:1][CH2:2][CH2:3][CH2:4][CH2:5][CH2:6][CH2:7][CH2:8][CH2:9][CH3:10])[C:15]=4[S:16][C:17]=3[C:21]=2[S:22][CH:23]=1)[CH2:26][CH2:27][CH2:28][CH2:29][CH2:30][CH2:31][CH2:32][CH2:33][CH3:34], predict the reactants needed to synthesize it. The reactants are: [CH2:1]([C:11]1[C:15]2[S:16][C:17]3[C:21]4[S:22][C:23](C(O)=O)=[C:24]([CH2:25][CH2:26][CH2:27][CH2:28][CH2:29][CH2:30][CH2:31][CH2:32][CH2:33][CH3:34])[C:20]=4[S:19][C:18]=3[C:14]=2[S:13][C:12]=1C(O)=O)[CH2:2][CH2:3][CH2:4][CH2:5][CH2:6][CH2:7][CH2:8][CH2:9][CH3:10].C(=O)=O.CCCCCC. (4) Given the product [O:42]1[CH2:43][CH2:44][O:45][CH:41]1[CH2:40][N:25]1[CH2:24][CH2:23][CH:22]([CH2:21][CH2:20][C:17]2[C:16]3[CH:28]=[CH:29][C:13]([O:12][CH2:11][C:10]4[CH:9]=[CH:8][C:7]([F:6])=[CH:33][CH:32]=4)=[C:14]([CH2:30][OH:31])[C:15]=3[O:19][N:18]=2)[CH2:27][CH2:26]1, predict the reactants needed to synthesize it. The reactants are: CN(C)C=O.[F:6][C:7]1[CH:33]=[CH:32][C:10]([CH2:11][O:12][C:13]2[CH:29]=[CH:28][C:16]3[C:17]([CH2:20][CH2:21][CH:22]4[CH2:27][CH2:26][NH:25][CH2:24][CH2:23]4)=[N:18][O:19][C:15]=3[C:14]=2[CH2:30][OH:31])=[CH:9][CH:8]=1.C(=O)(O)[O-].[Na+].Br[CH2:40][CH:41]1[O:45][CH2:44][CH2:43][O:42]1. (5) The reactants are: [Cl:1][C:2]1[C:3]([C:8](=[O:15])[CH2:9][C:10]([O:12][CH2:13][CH3:14])=[O:11])=[N:4][CH:5]=[CH:6][CH:7]=1.CO[CH:18](OC)[N:19]([CH3:21])[CH3:20]. Given the product [CH2:13]([O:12][C:10](=[O:11])[C:9]([C:8]([C:3]1[C:2]([Cl:1])=[CH:7][CH:6]=[CH:5][N:4]=1)=[O:15])=[CH:18][N:19]([CH3:21])[CH3:20])[CH3:14], predict the reactants needed to synthesize it. (6) Given the product [C:39]([C:37]1[CH:38]=[C:34]([NH:33][C:32]([NH:27][C@@H:20]2[C:21]3[C:26](=[CH:25][CH:24]=[CH:23][CH:22]=3)[C@H:17]([O:16][C:13]3[CH:14]=[CH:15][C:10]4[N:11]([C:7]([C@@H:3]5[CH2:4][CH2:5][CH2:6][N:2]5[CH3:1])=[N:8][N:9]=4)[CH:12]=3)[CH2:18][CH2:19]2)=[O:31])[N:35]([C:43]2[CH:48]=[CH:47][C:46]([O:49][Si:50]([CH:54]([CH3:56])[CH3:55])([CH:57]([CH3:58])[CH3:59])[CH:51]([CH3:53])[CH3:52])=[C:45]([Cl:60])[CH:44]=2)[N:36]=1)([CH3:42])([CH3:41])[CH3:40], predict the reactants needed to synthesize it. The reactants are: [CH3:1][N:2]1[CH2:6][CH2:5][CH2:4][C@H:3]1[C:7]1[N:11]2[CH:12]=[C:13]([O:16][C@H:17]3[C:26]4[C:21](=[CH:22][CH:23]=[CH:24][CH:25]=4)[C@@H:20]([NH2:27])[CH2:19][CH2:18]3)[CH:14]=[CH:15][C:10]2=[N:9][N:8]=1.ClC(Cl)(Cl)C[O:31][C:32](=O)[NH:33][C:34]1[N:35]([C:43]2[CH:48]=[CH:47][C:46]([O:49][Si:50]([CH:57]([CH3:59])[CH3:58])([CH:54]([CH3:56])[CH3:55])[CH:51]([CH3:53])[CH3:52])=[C:45]([Cl:60])[CH:44]=2)[N:36]=[C:37]([C:39]([CH3:42])([CH3:41])[CH3:40])[CH:38]=1.CCN(C(C)C)C(C)C.